Dataset: Full USPTO retrosynthesis dataset with 1.9M reactions from patents (1976-2016). Task: Predict the reactants needed to synthesize the given product. Given the product [CH3:1][O:2][C:3](=[O:21])[C:4]1[CH:9]=[CH:8][C:7]([S:10][C:11]2[CH:12]=[CH:13][C:14]([NH:17][C:22]([O:24][C:25]([CH3:28])([CH3:27])[CH3:26])=[O:23])=[CH:15][CH:16]=2)=[C:6]([N+:18]([O-:20])=[O:19])[CH:5]=1, predict the reactants needed to synthesize it. The reactants are: [CH3:1][O:2][C:3](=[O:21])[C:4]1[CH:9]=[CH:8][C:7]([S:10][C:11]2[CH:16]=[CH:15][C:14]([NH2:17])=[CH:13][CH:12]=2)=[C:6]([N+:18]([O-:20])=[O:19])[CH:5]=1.[C:22](O[C:22]([O:24][C:25]([CH3:28])([CH3:27])[CH3:26])=[O:23])([O:24][C:25]([CH3:28])([CH3:27])[CH3:26])=[O:23].